This data is from Experimentally validated miRNA-target interactions with 360,000+ pairs, plus equal number of negative samples. The task is: Binary Classification. Given a miRNA mature sequence and a target amino acid sequence, predict their likelihood of interaction. The miRNA is hsa-miR-151a-3p with sequence CUAGACUGAAGCUCCUUGAGG. The protein sequence of the target gene is MGPLDVWDLSPLLSLWMNRFYIYMGCALGLTLCICVQIIKKQVTRSQEKRVPGAPDSSLSPQKKQTHVSGVKIFYGSQTGTAKGFAVVLAKAVTSLDLPVAIINLKEYDPDDSLIGEITSKTVCAFLVATYTDGCPTESAEWFCKWLEESANDFRFGKTYLKGLRYAVFGLGDSAYRSHFNKVSTNVDKWLWMLGAQRVLTRGEGDCNAVQSKHGSIEADFTAWKTKFISRLQALQRGEKKACGGNCKRGKCESAQHGPGEARPHPQGELHPGDAEEEEPCESSSEDELGTQDYQSLTSV.... Result: 0 (no interaction).